From a dataset of Reaction yield outcomes from USPTO patents with 853,638 reactions. Predict the reaction yield, written as a fraction of the theoretical maximum amount of product (1.0 means a 100% yield; for example, 0.34 means a 34% yield). (1) The reactants are [Cl:1][C:2]1[CH:3]=[C:4]([C:9]([C:12]2[N:16]([C:17]3[CH:22]=[CH:21][C:20]([F:23])=[CH:19][CH:18]=3)[CH:15]=[N:14][CH:13]=2)([CH3:11])[CH3:10])[CH:5]=[CH:6][C:7]=1[Cl:8].C1C[O:27][CH2:26]C1.[Li]CCCC. The catalyst is CN(C=O)C. The product is [Cl:1][C:2]1[CH:3]=[C:4]([C:9]([C:12]2[N:16]([C:17]3[CH:18]=[CH:19][C:20]([F:23])=[CH:21][CH:22]=3)[C:15]([CH:26]=[O:27])=[N:14][CH:13]=2)([CH3:11])[CH3:10])[CH:5]=[CH:6][C:7]=1[Cl:8]. The yield is 0.890. (2) The reactants are [CH2:1]([O:3][C:4]1[CH:11]=[C:10]([C:12]([F:15])([F:14])[F:13])[CH:9]=[CH:8][C:5]=1[CH:6]=O)[CH3:2].C1(P(=[CH:35][C:36]([O:38][CH3:39])=[O:37])(C2C=CC=CC=2)C2C=CC=CC=2)C=CC=CC=1. No catalyst specified. The product is [CH3:39][O:38][C:36](=[O:37])[CH:35]=[CH:6][C:5]1[CH:8]=[CH:9][C:10]([C:12]([F:15])([F:14])[F:13])=[CH:11][C:4]=1[O:3][CH2:1][CH3:2]. The yield is 0.520. (3) The reactants are [C:1]([O:4][CH2:5][C:6]([OH:8])=O)(=[O:3])[CH3:2].C(N1C=CN=C1)(N1C=CN=C1)=O.[Cl:21][C:22]1[CH:27]=[CH:26][C:25]([S:28]([N:31]([CH2:40][C:41]2[CH:50]=[CH:49][C:44]([C:45]([NH:47]O)=[NH:46])=[CH:43][CH:42]=2)[CH:32]2[CH2:38][CH2:37][CH2:36][CH2:35][NH:34][C:33]2=[O:39])(=[O:30])=[O:29])=[CH:24][CH:23]=1.O. The catalyst is CN(C)C=O. The product is [Cl:21][C:22]1[CH:27]=[CH:26][C:25]([S:28]([N:31]([CH2:40][C:41]2[CH:42]=[CH:43][C:44]([C:45]3[N:46]=[C:6]([CH2:5][O:4][C:1](=[O:3])[CH3:2])[O:8][N:47]=3)=[CH:49][CH:50]=2)[CH:32]2[CH2:38][CH2:37][CH2:36][CH2:35][NH:34][C:33]2=[O:39])(=[O:29])=[O:30])=[CH:24][CH:23]=1. The yield is 0.290. (4) The reactants are [NH2:1][C:2]1[C:3]2[N:4]([CH:18]=[CH:19][N:20]=2)[CH:5]=[C:6]([C:10]2[CH:15]=[CH:14][C:13]([Cl:16])=[CH:12][C:11]=2[Cl:17])[C:7]=1[C:8]#[N:9].B.C1COCC1.Cl.CO. The catalyst is C1COCC1.O1CCOCC1. The product is [NH2:9][CH2:8][C:7]1[C:6]([C:10]2[CH:15]=[CH:14][C:13]([Cl:16])=[CH:12][C:11]=2[Cl:17])=[CH:5][N:4]2[CH:18]=[CH:19][N:20]=[C:3]2[C:2]=1[NH2:1]. The yield is 0.620. (5) The reactants are [NH:1]1[C:9]2[C:4](=[CH:5][CH:6]=[CH:7][CH:8]=2)[CH:3]=[N:2]1.I[C:11]1[CH:12]=[C:13]([CH3:18])[CH:14]=[C:15]([CH3:17])[CH:16]=1. No catalyst specified. The product is [CH3:18][C:13]1[CH:12]=[C:11]([N:1]2[C:9]3[C:4](=[CH:5][CH:6]=[CH:7][CH:8]=3)[CH:3]=[N:2]2)[CH:16]=[C:15]([CH3:17])[CH:14]=1. The yield is 0.960. (6) The reactants are [Br:1][C:2]1[S:3][CH:4]=[C:5]([CH2:7][O:8]/[N:9]=[C:10](/[C:16]2[CH:21]=[CH:20][CH:19]=[CH:18][CH:17]=2)\[C:11](=[NH:15])[N:12]([OH:14])[CH3:13])[N:6]=1.[C:22](N1C=CN=C1)(N1C=CN=C1)=[O:23]. The catalyst is C(#N)C. The product is [Br:1][C:2]1[S:3][CH:4]=[C:5]([CH2:7][O:8]/[N:9]=[C:10](/[C:16]2[CH:21]=[CH:20][CH:19]=[CH:18][CH:17]=2)\[C:11]2[N:12]([CH3:13])[O:14][C:22](=[O:23])[N:15]=2)[N:6]=1. The yield is 1.00.